Predict hERG channel inhibition at various concentrations. From a dataset of hERG Central: cardiac toxicity at 1µM, 10µM, and general inhibition. (1) The compound is O=C(c1cccnc1)N1CCN(c2ccc([N+](=O)[O-])cc2Cl)CC1. Results: hERG_inhib (hERG inhibition (general)): blocker. (2) The drug is COC(=O)c1cc2c(ccn2-c2ccc(F)cc2)n1CC(=O)N1CCN(C(=O)c2ccco2)CC1. Results: hERG_inhib (hERG inhibition (general)): blocker. (3) The drug is COc1cccc(CNC(=O)C2CCCN(c3ncnc4c3nc3n4CCCCC3)C2)c1. Results: hERG_inhib (hERG inhibition (general)): blocker. (4) The molecule is Cl.O=C(Nc1cc(F)cc(F)c1)c1ccc(NCCCN2CCCCCC2)c([N+](=O)[O-])c1. Results: hERG_inhib (hERG inhibition (general)): blocker. (5) The compound is NC(=O)c1ccc(CN2CCC(Cc3ccccc3)CC2)cc1. Results: hERG_inhib (hERG inhibition (general)): blocker. (6) Results: hERG_inhib (hERG inhibition (general)): blocker. The drug is COc1ccc(CC(=O)N2CCN=C2SCc2ccc([N+](=O)[O-])cc2)cc1.